From a dataset of Full USPTO retrosynthesis dataset with 1.9M reactions from patents (1976-2016). Predict the reactants needed to synthesize the given product. (1) Given the product [F:11][C:10]1[C:2]([C:22]2[CH2:23][CH2:24][C@:20]([C:16]3[CH:17]=[CH:18][CH:19]=[C:14]([F:13])[C:15]=3[CH3:45])([C:33]([O:35][CH2:36][C:37]3[CH:42]=[CH:41][C:40]([O:43][CH3:44])=[CH:39][CH:38]=3)=[O:34])[CH:21]=2)=[CH:3][CH:4]=[C:5]2[C:9]=1[N:8]([CH3:12])[N:7]=[CH:6]2, predict the reactants needed to synthesize it. The reactants are: Br[C:2]1[C:10]([F:11])=[C:9]2[C:5]([CH:6]=[N:7][N:8]2[CH3:12])=[CH:4][CH:3]=1.[F:13][C:14]1[C:15]([CH3:45])=[C:16]([C@:20]2([C:33]([O:35][CH2:36][C:37]3[CH:42]=[CH:41][C:40]([O:43][CH3:44])=[CH:39][CH:38]=3)=[O:34])[CH2:24][CH2:23][C:22](OS(C(F)(F)F)(=O)=O)=[CH:21]2)[CH:17]=[CH:18][CH:19]=1. (2) Given the product [NH2:26][C:24]1[N:23]=[C:22]([N:34]2[CH2:39][CH2:38][CH:37]([N:40]3[CH2:46][CH2:45][C:44]4[CH:47]=[C:48]([O:51][CH3:52])[CH:49]=[CH:50][C:43]=4[NH:42][C:41]3=[O:53])[CH2:36][CH2:35]2)[CH:21]=[C:20]([C:18]([C:16]2[CH:15]=[C:14]([CH3:54])[C:13]3[N:9]([CH3:8])[C:10](=[O:55])[O:11][C:12]=3[CH:17]=2)=[O:19])[CH:25]=1, predict the reactants needed to synthesize it. The reactants are: C(O)(C(F)(F)F)=O.[CH3:8][N:9]1[C:13]2[C:14]([CH3:54])=[CH:15][C:16]([C:18]([C:20]3[CH:25]=[C:24]([NH:26]C(=O)OC(C)(C)C)[N:23]=[C:22]([N:34]4[CH2:39][CH2:38][CH:37]([N:40]5[CH2:46][CH2:45][C:44]6[CH:47]=[C:48]([O:51][CH3:52])[CH:49]=[CH:50][C:43]=6[NH:42][C:41]5=[O:53])[CH2:36][CH2:35]4)[CH:21]=3)=[O:19])=[CH:17][C:12]=2[O:11][C:10]1=[O:55]. (3) Given the product [NH2:38][CH2:37][CH2:36][CH2:35][CH2:34][CH2:33][NH:32][C:30]([C:25]1[NH:26][C:27]2[C:23]([CH:24]=1)=[CH:22][C:21]([O:20][CH3:19])=[CH:29][CH:28]=2)=[O:31], predict the reactants needed to synthesize it. The reactants are: C([C@@H]1NC2C(=CC=CC=2)NC1=O)C1C=CC=CC=1.[CH3:19][O:20][C:21]1[CH:22]=[C:23]2[C:27](=[CH:28][CH:29]=1)[NH:26][C:25]([C:30]([NH:32][CH2:33][CH2:34][CH2:35][CH2:36][CH2:37][NH:38]C(=O)OC(C)(C)C)=[O:31])=[CH:24]2. (4) Given the product [Cl:1]/[C:2](=[CH:10]\[C:11]1[CH:12]=[CH:13][C:14]([OH:17])=[CH:15][CH:16]=1)/[C:3]([OH:5])=[O:4], predict the reactants needed to synthesize it. The reactants are: [Cl:1]/[C:2](=[CH:10]\[C:11]1[CH:16]=[CH:15][C:14]([O:17]COC)=[CH:13][CH:12]=1)/[C:3]([O:5]C(C)(C)C)=[O:4].FC(F)(F)C([O-])=O. (5) Given the product [OH:27][CH2:26][CH2:28][NH:29][C:3]([C:5]1[N:6]([CH3:22])[N:7]=[C:8]2[C:13]=1[CH:12]=[CH:11][CH:10]=[C:9]2[C:14]1[CH:19]=[CH:18][C:17]([Cl:20])=[CH:16][C:15]=1[Cl:21])=[O:4], predict the reactants needed to synthesize it. The reactants are: CO[C:3]([C:5]1[N:6]([CH3:22])[N:7]=[C:8]2[C:13]=1[CH:12]=[CH:11][CH:10]=[C:9]2[C:14]1[CH:19]=[CH:18][C:17]([Cl:20])=[CH:16][C:15]=1[Cl:21])=[O:4].[C-]#N.[K+].[CH2:26]([CH2:28][NH2:29])[OH:27]. (6) The reactants are: Br[C:2]1[CH:3]=[CH:4][C:5]([OH:16])=[C:6]([CH:15]=1)[C:7]([C:9]1[CH:14]=[CH:13][CH:12]=[CH:11][CH:10]=1)=[O:8].[CH:17]([C:19]1[CH:20]=[C:21](B(O)O)[CH:22]=[CH:23][CH:24]=1)=[O:18].C(=O)([O-])[O-].[Na+].[Na+]. Given the product [C:7]([C:6]1[CH:15]=[C:2]([C:23]2[CH:24]=[C:19]([CH:20]=[CH:21][CH:22]=2)[CH:17]=[O:18])[CH:3]=[CH:4][C:5]=1[OH:16])(=[O:8])[C:9]1[CH:14]=[CH:13][CH:12]=[CH:11][CH:10]=1, predict the reactants needed to synthesize it. (7) Given the product [CH3:12][N:13]([CH:4]=[C:5]([C:6](=[O:8])[CH3:7])[C:9](=[O:11])[CH3:10])[N:14]=[C:15]([CH3:17])[CH3:16], predict the reactants needed to synthesize it. The reactants are: C(O[CH:4]=[C:5]([C:9](=[O:11])[CH3:10])[C:6](=[O:8])[CH3:7])C.[CH3:12][NH:13][N:14]=[C:15]([CH3:17])[CH3:16].